From a dataset of Catalyst prediction with 721,799 reactions and 888 catalyst types from USPTO. Predict which catalyst facilitates the given reaction. (1) Reactant: [Cl:1][C:2]1[CH:34]=[CH:33][CH:32]=[C:31]([C:35]([F:38])([F:37])[F:36])[C:3]=1[C:4]([N:6]1[C:14]2[C:9](=[CH:10][CH:11]=[C:12]([C:15]3[O:16][CH:17]=[CH:18][N:19]=3)[CH:13]=2)[C:8]([C:20]2[CH:29]=[CH:28][C:23]([C:24]([O:26]C)=[O:25])=[CH:22][C:21]=2[F:30])=[N:7]1)=[O:5].O[Li].O. Product: [Cl:1][C:2]1[CH:34]=[CH:33][CH:32]=[C:31]([C:35]([F:38])([F:37])[F:36])[C:3]=1[C:4]([N:6]1[C:14]2[C:9](=[CH:10][CH:11]=[C:12]([C:15]3[O:16][CH:17]=[CH:18][N:19]=3)[CH:13]=2)[C:8]([C:20]2[CH:29]=[CH:28][C:23]([C:24]([OH:26])=[O:25])=[CH:22][C:21]=2[F:30])=[N:7]1)=[O:5]. The catalyst class is: 20. (2) Product: [CH2:30]([C:32]1[CH:37]=[C:36]([O:38][CH2:39][O:40][CH2:41][CH2:42][Si:43]([CH3:45])([CH3:44])[CH3:46])[CH:35]=[CH:34][C:33]=1[C:47]1[N:48]=[C:6]([C:5]2[CH:9]=[CH:10][C:11]([O:12][CH:13]([CH3:15])[CH3:14])=[C:3]([CH:4]=2)[C:1]#[N:2])[O:8][N:50]=1)[CH3:31]. The catalyst class is: 7. Reactant: [C:1]([C:3]1[CH:4]=[C:5]([CH:9]=[CH:10][C:11]=1[O:12][CH:13]([CH3:15])[CH3:14])[C:6]([OH:8])=O)#[N:2].C1C=CC2N(O)N=NC=2C=1.C(Cl)CCl.[CH2:30]([C:32]1[CH:37]=[C:36]([O:38][CH2:39][O:40][CH2:41][CH2:42][Si:43]([CH3:46])([CH3:45])[CH3:44])[CH:35]=[CH:34][C:33]=1[C:47](=[NH:50])[NH:48]O)[CH3:31]. (3) Reactant: [C:1]([NH:9][C:10]1[CH:15]=[CH:14][C:13]([C:16]2[N:21]=[CH:20][N:19]=[C:18]([NH:22][C@H:23]([C:31]([O:33]C)=[O:32])[CH2:24][C:25]3[CH:30]=[CH:29][CH:28]=[CH:27][CH:26]=3)[CH:17]=2)=[CH:12][CH:11]=1)(=[O:8])[C:2]1[CH:7]=[CH:6][CH:5]=[CH:4][CH:3]=1.[OH-].[Na+]. Product: [C:1]([NH:9][C:10]1[CH:11]=[CH:12][C:13]([C:16]2[N:21]=[CH:20][N:19]=[C:18]([NH:22][C@H:23]([C:31]([OH:33])=[O:32])[CH2:24][C:25]3[CH:30]=[CH:29][CH:28]=[CH:27][CH:26]=3)[CH:17]=2)=[CH:14][CH:15]=1)(=[O:8])[C:2]1[CH:7]=[CH:6][CH:5]=[CH:4][CH:3]=1. The catalyst class is: 5. (4) Reactant: [C:1]([NH:5][C:6]1[N:11]=[C:10]([N:12]2[C:16]3[CH:17]=[C:18]([NH2:21])[CH:19]=[CH:20][C:15]=3[N:14]=[CH:13]2)[CH:9]=[N:8][CH:7]=1)([CH3:4])([CH3:3])[CH3:2].C(N(CC)CC)C.CCN=C=NCCCN(C)C.Cl.[C:41](O)(=[O:44])[CH:42]=[CH2:43]. Product: [C:1]([NH:5][C:6]1[N:11]=[C:10]([N:12]2[C:16]3[CH:17]=[C:18]([NH:21][C:41](=[O:44])[CH:42]=[CH2:43])[CH:19]=[CH:20][C:15]=3[N:14]=[CH:13]2)[CH:9]=[N:8][CH:7]=1)([CH3:4])([CH3:2])[CH3:3]. The catalyst class is: 4. (5) Reactant: [CH3:1][N:2]1[CH:7]=[CH:6][C:5]([C:8]2[CH:9]=[N:10][C:11]([CH:14]3[CH2:18][CH2:17][N:16]([C:19]([O:21][CH:22]4[CH:29]5[CH2:30][C:25]6([C:32](O)=[O:33])[CH2:26][CH:27]([CH2:31][CH:23]4[CH2:24]6)[CH2:28]5)=[O:20])[CH2:15]3)=[N:12][CH:13]=2)=[CH:4][C:3]1=[O:35].C1C=CC2N(O)N=[N:42]C=2C=1.CCN=C=NCCCN(C)C.Cl.CCN(C(C)C)C(C)C. Product: [CH3:1][N:2]1[CH:7]=[CH:6][C:5]([C:8]2[CH:9]=[N:10][C:11]([CH:14]3[CH2:18][CH2:17][N:16]([C:19]([O:21][CH:22]4[CH:23]5[CH2:24][C:25]6([C:32](=[O:33])[NH2:42])[CH2:26][CH:27]([CH2:28][CH:29]4[CH2:30]6)[CH2:31]5)=[O:20])[CH2:15]3)=[N:12][CH:13]=2)=[CH:4][C:3]1=[O:35]. The catalyst class is: 4. (6) Reactant: O.[NH2:2][NH2:3].[C:4]([CH2:6][C:7]([CH:9]1[CH2:14][CH2:13][N:12]([C:15]([O-:17])=[O:16])[CH2:11][CH2:10]1)=O)#[N:5]. Product: [NH2:5][C:4]1[NH:3][N:2]=[C:7]([CH:9]2[CH2:14][CH2:13][N:12]([C:15]([O:17][C:9]([CH3:14])([CH3:10])[CH3:7])=[O:16])[CH2:11][CH2:10]2)[CH:6]=1. The catalyst class is: 8. (7) Reactant: Br[CH:2]([CH2:6][CH2:7][CH2:8][CH3:9])[C:3]([OH:5])=[O:4].[CH3:10][S:11]([C:14]1[CH:19]=[CH:18][C:17]([OH:20])=[CH:16][CH:15]=1)(=[O:13])=[O:12].[NH2:21][C:22]1[S:23][CH:24]=[CH:25][N:26]=1. Product: [CH3:10][S:11]([C:14]1[CH:19]=[CH:18][C:17]([O:20][CH:2]([CH2:6][CH2:7][CH2:8][CH3:9])[C:3]([OH:5])=[O:4])=[CH:16][CH:15]=1)(=[O:12])=[O:13].[CH3:10][S:11]([C:14]1[CH:19]=[CH:18][C:17]([O:20][CH:2]([CH2:6][CH2:7][CH2:8][CH3:9])[C:3]([NH:21][C:22]2[S:23][CH:24]=[CH:25][N:26]=2)=[O:4])=[CH:16][CH:15]=1)(=[O:12])=[O:13]. The catalyst class is: 1. (8) Reactant: [CH2:1]([N:8]([CH2:14]C#N)[CH2:9][Si](C)(C)C)[C:2]1[CH:7]=[CH:6][CH:5]=[CH:4][CH:3]=1.[Cl:17][C:18]1[CH:23]=[C:22]([F:24])[C:21]([F:25])=[CH:20][C:19]=1/[CH:26]=[CH:27]/[N+:28]([O-:30])=[O:29]. Product: [CH2:1]([N:8]1[CH2:14][CH:27]([N+:28]([O-:30])=[O:29])[CH:26]([C:19]2[CH:20]=[C:21]([F:25])[C:22]([F:24])=[CH:23][C:18]=2[Cl:17])[CH2:9]1)[C:2]1[CH:7]=[CH:6][CH:5]=[CH:4][CH:3]=1. The catalyst class is: 291. (9) Reactant: [CH:1]([C:4]1[C:8]([CH2:9][O:10][C:11]2[CH:15]=[C:14]([C:16](OC)=[O:17])[N:13]([CH3:20])[N:12]=2)=[CH:7][N:6]([C:21]2[CH:26]=[CH:25][C:24]([C:27]([F:30])([F:29])[F:28])=[CH:23][N:22]=2)[N:5]=1)([CH3:3])[CH3:2].[H-].C([Al+]CC(C)C)C(C)C.Cl. Product: [CH:1]([C:4]1[C:8]([CH2:9][O:10][C:11]2[CH:15]=[C:14]([CH2:16][OH:17])[N:13]([CH3:20])[N:12]=2)=[CH:7][N:6]([C:21]2[CH:26]=[CH:25][C:24]([C:27]([F:28])([F:30])[F:29])=[CH:23][N:22]=2)[N:5]=1)([CH3:3])[CH3:2]. The catalyst class is: 188. (10) Reactant: [CH2:1]([O:3][C:4]([C@@H:6]1[CH2:8][C@H:7]1[C:9]1[CH:14]=[CH:13][C:12]([NH2:15])=[CH:11][CH:10]=1)=[O:5])[CH3:2].[Cl:16][C:17]1[CH:18]=[C:19]([CH:29]=[CH:30][C:31]=1[Cl:32])[O:20][C:21]1[CH:22]=[C:23]([CH:26]=[CH:27][CH:28]=1)[CH:24]=O.C(O[BH-](OC(=O)C)OC(=O)C)(=O)C.[Na+].O. Product: [CH2:1]([O:3][C:4]([C@@H:6]1[CH2:8][C@H:7]1[C:9]1[CH:10]=[CH:11][C:12]([NH:15][CH2:24][C:23]2[CH:26]=[CH:27][CH:28]=[C:21]([O:20][C:19]3[CH:29]=[CH:30][C:31]([Cl:32])=[C:17]([Cl:16])[CH:18]=3)[CH:22]=2)=[CH:13][CH:14]=1)=[O:5])[CH3:2]. The catalyst class is: 68.